Regression/Classification. Given a drug SMILES string, predict its toxicity properties. Task type varies by dataset: regression for continuous values (e.g., LD50, hERG inhibition percentage) or binary classification for toxic/non-toxic outcomes (e.g., AMES mutagenicity, cardiotoxicity, hepatotoxicity). Dataset: ld50_zhu. From a dataset of Acute oral toxicity (LD50) regression data from Zhu et al.. (1) The compound is CC(C)NCC(O)c1ccc(O)c(O)c1. The rat oral LD50 is 2.77, given as -log10 of the dose in mol/kg body weight (higher means more acutely toxic). (2) The drug is OCCCCCO. The rat oral LD50 is 1.72, given as -log10 of the dose in mol/kg body weight (higher means more acutely toxic). (3) The compound is CCCC(CC(OCC)OCC)OCC. The rat oral LD50 is 1.11, given as -log10 of the dose in mol/kg body weight (higher means more acutely toxic).